From a dataset of Forward reaction prediction with 1.9M reactions from USPTO patents (1976-2016). Predict the product of the given reaction. (1) Given the reactants F[C:2]1[CH:9]=[C:8]([N:10]2[C:22]3[CH:21]=[CH:20][CH:19]=[C:18]([C:23]4[NH:27][C:26]5[CH:28]=[C:29]([F:32])[CH:30]=[CH:31][C:25]=5[N:24]=4)[C:17]=3[C:16]3[C:11]2=[CH:12][CH:13]=[CH:14][CH:15]=3)[CH:7]=[CH:6][C:3]=1[C:4]#[N:5].C(=O)([O-])[O-:34].[K+].[K+].Cl.[NH2:40][CH2:41][CH2:42][C:43]([NH2:45])=[O:44].[OH-].[Na+].OO, predict the reaction product. The product is: [C:43]([CH2:42][CH2:41][NH:40][C:2]1[CH:9]=[C:8]([N:10]2[C:22]3[CH:21]=[CH:20][CH:19]=[C:18]([C:23]4[NH:27][C:26]5[CH:28]=[C:29]([F:32])[CH:30]=[CH:31][C:25]=5[N:24]=4)[C:17]=3[C:16]3[C:11]2=[CH:12][CH:13]=[CH:14][CH:15]=3)[CH:7]=[CH:6][C:3]=1[C:4]([NH2:5])=[O:34])(=[O:44])[NH2:45]. (2) Given the reactants P(Cl)(Cl)([Cl:3])=O.[C:6]([O:9][C:10]1[CH:19]=[C:18]2[C:13]([C:14](=O)[NH:15][CH:16]=[N:17]2)=[C:12]([O:21][CH:22]([CH3:24])[CH3:23])[CH:11]=1)(=[O:8])[CH3:7].C(N(C(C)C)CC)(C)C, predict the reaction product. The product is: [C:6]([O:9][C:10]1[CH:19]=[C:18]2[C:13]([C:14]([Cl:3])=[N:15][CH:16]=[N:17]2)=[C:12]([O:21][CH:22]([CH3:24])[CH3:23])[CH:11]=1)(=[O:8])[CH3:7]. (3) Given the reactants [C:1]([O:5][C:6](=[O:34])[N:7]([C:16]1[S:17][C@:18]2([CH2:32][OH:33])[C@H:20]([C@:21]([C:24]3[C:25]([F:31])=[N:26][CH:27]=[C:28]([Br:30])[CH:29]=3)([CH3:23])[N:22]=1)[CH2:19]2)[CH2:8][O:9][CH2:10][CH2:11][Si:12]([CH3:15])([CH3:14])[CH3:13])([CH3:4])([CH3:3])[CH3:2].[CH3:35][Si]([N-][Si](C)(C)C)(C)C.[Li+].IC, predict the reaction product. The product is: [C:1]([O:5][C:6](=[O:34])[N:7]([C:16]1[S:17][C@:18]2([CH2:32][O:33][CH3:35])[C@H:20]([C@:21]([C:24]3[C:25]([F:31])=[N:26][CH:27]=[C:28]([Br:30])[CH:29]=3)([CH3:23])[N:22]=1)[CH2:19]2)[CH2:8][O:9][CH2:10][CH2:11][Si:12]([CH3:15])([CH3:14])[CH3:13])([CH3:2])([CH3:4])[CH3:3]. (4) Given the reactants [NH:1]1[CH2:5][CH2:4][CH2:3][CH:2]1[CH2:6][NH:7][C:8]1[CH:17]=[CH:16][C:11]([C:12]([O:14][CH3:15])=[O:13])=[CH:10][CH:9]=1.[CH3:18][O:19][C:20]1[CH:21]=[C:22]([CH2:37][C:38](O)=[O:39])[CH:23]=[CH:24][C:25]=1[NH:26][C:27]([NH:29][C:30]1[CH:35]=[CH:34][CH:33]=[CH:32][C:31]=1[CH3:36])=[O:28].C(Cl)CCl.C1C=CC2N(O)N=NC=2C=1, predict the reaction product. The product is: [CH3:18][O:19][C:20]1[CH:21]=[C:22]([CH2:37][C:38]([N:1]2[CH2:5][CH2:4][CH2:3][CH:2]2[CH2:6][NH:7][C:8]2[CH:17]=[CH:16][C:11]([C:12]([O:14][CH3:15])=[O:13])=[CH:10][CH:9]=2)=[O:39])[CH:23]=[CH:24][C:25]=1[NH:26][C:27]([NH:29][C:30]1[CH:35]=[CH:34][CH:33]=[CH:32][C:31]=1[CH3:36])=[O:28]. (5) Given the reactants [CH3:1][O:2][C:3](=[O:12])[CH2:4][C:5]1[CH:10]=[CH:9][C:8](Br)=[CH:7][CH:6]=1.C1(P(C2CCCCC2)C2C=CC=CC=2C2C(OC)=CC=CC=2OC)CCCCC1.P([O-])([O-])([O-])=O.[K+].[K+].[K+].[CH3:50][C:51]1[CH:52]=[C:53]([C:67]([C:72]2[CH:77]=[CH:76][C:75](/[CH:78]=[CH:79]/[C:80]([CH2:84][CH3:85])([OH:83])[CH2:81][CH3:82])=[C:74]([CH3:86])[CH:73]=2)([CH2:70][CH3:71])[CH2:68][CH3:69])[CH:54]=[C:55]([CH3:66])[C:56]=1B1OC(C)(C)C(C)(C)O1.[Cl-].[NH4+], predict the reaction product. The product is: [CH3:1][O:2][C:3](=[O:12])[CH2:4][C:5]1[CH:10]=[CH:9][C:8]([C:56]2[C:55]([CH3:66])=[CH:54][C:53]([C:67]([CH2:68][CH3:69])([C:72]3[CH:77]=[CH:76][C:75](/[CH:78]=[CH:79]/[C:80]([CH2:84][CH3:85])([OH:83])[CH2:81][CH3:82])=[C:74]([CH3:86])[CH:73]=3)[CH2:70][CH3:71])=[CH:52][C:51]=2[CH3:50])=[CH:7][CH:6]=1. (6) The product is: [C:56]([O:60][C:61]([N:63]1[CH2:68][CH2:67][CH:66]([NH:69][C:24]([C:21]2[C:17]3[N:18]=[CH:19][N:20]=[C:15]([C:7]4[C:8]5[O:12][CH2:11][O:10][C:9]=5[CH:13]=[CH:14][C:6]=4[O:5][CH2:4][CH:1]4[CH2:3][CH2:2]4)[C:16]=3[NH:23][CH:22]=2)=[O:25])[CH2:65][CH2:64]1)=[O:62])([CH3:59])([CH3:57])[CH3:58]. Given the reactants [CH:1]1([CH2:4][O:5][C:6]2[CH:14]=[CH:13][C:9]3[O:10][CH2:11][O:12][C:8]=3[C:7]=2[C:15]2[C:16]3[NH:23][CH:22]=[C:21]([C:24](O)=[O:25])[C:17]=3[N:18]=[CH:19][N:20]=2)[CH2:3][CH2:2]1.Cl.CN(C)CCCN=C=NCC.C(N(CC)CC)C.ON1C2C=CC=CC=2N=N1.[C:56]([O:60][C:61]([N:63]1[CH2:68][CH2:67][CH:66]([NH2:69])[CH2:65][CH2:64]1)=[O:62])([CH3:59])([CH3:58])[CH3:57], predict the reaction product. (7) Given the reactants C(O)C.[CH2:4]([N:6]([CH2:44][CH3:45])[C:7]([CH:9]([C:38]1[CH:43]=[CH:42][CH:41]=[CH:40][CH:39]=1)[N:10]1[CH2:15][CH2:14][N:13]([C:16]2[CH:21]=[CH:20][C:19]([NH:22][C:23](=[O:36])[C:24]3[CH:29]=[CH:28][CH:27]=[CH:26][C:25]=3[C:30]3[CH:31]=[N:32][CH:33]=[CH:34][CH:35]=3)=[CH:18][C:17]=2[F:37])[CH2:12][CH2:11]1)=[O:8])[CH3:5].C(Cl)Cl.[C:49]([OH:61])(=[O:60])[CH2:50][C:51]([CH2:56][C:57]([OH:59])=[O:58])([C:53]([OH:55])=[O:54])[OH:52], predict the reaction product. The product is: [C:49]([OH:61])(=[O:60])[CH2:50][C:51]([CH2:56][C:57]([OH:59])=[O:58])([C:53]([OH:55])=[O:54])[OH:52].[CH2:44]([N:6]([CH2:4][CH3:5])[C:7]([CH:9]([C:38]1[CH:43]=[CH:42][CH:41]=[CH:40][CH:39]=1)[N:10]1[CH2:11][CH2:12][N:13]([C:16]2[CH:21]=[CH:20][C:19]([NH:22][C:23](=[O:36])[C:24]3[CH:29]=[CH:28][CH:27]=[CH:26][C:25]=3[C:30]3[CH:31]=[N:32][CH:33]=[CH:34][CH:35]=3)=[CH:18][C:17]=2[F:37])[CH2:14][CH2:15]1)=[O:8])[CH3:45]. (8) Given the reactants [CH3:1][C:2]1[CH:7]=[C:6]([O:8][CH:9]([C:11]2[S:15][C:14]([C:16](O)=[O:17])=[CH:13][CH:12]=2)[CH3:10])[CH:5]=[C:4]([CH3:19])[C:3]=1[C:20]1[CH:25]=[CH:24][C:23]([C:26]([F:29])([F:28])[F:27])=[CH:22][CH:21]=1.Cl.[CH3:31][O:32][C:33](=[O:37])[CH2:34][CH2:35][NH2:36].O.ON1C2C=CC=CC=2N=N1.C(N(CC)C(C)C)(C)C.Cl.CN(C)CCCN=C=NCC, predict the reaction product. The product is: [CH3:31][O:32][C:33](=[O:37])[CH2:34][CH2:35][NH:36][C:16]([C:14]1[S:15][C:11]([CH:9]([O:8][C:6]2[CH:7]=[C:2]([CH3:1])[C:3]([C:20]3[CH:25]=[CH:24][C:23]([C:26]([F:27])([F:28])[F:29])=[CH:22][CH:21]=3)=[C:4]([CH3:19])[CH:5]=2)[CH3:10])=[CH:12][CH:13]=1)=[O:17]. (9) Given the reactants CS([C:5]1[N:10]=[C:9]([CH2:11][CH2:12][CH2:13][OH:14])[CH:8]=[C:7]([C:15]2[CH:20]=[CH:19][C:18]([CH3:21])=[C:17]([CH3:22])[CH:16]=2)[N:6]=1)(=O)=O.[C-:23]#[N:24].[Na+].C(OCC)(=O)C, predict the reaction product. The product is: [OH:14][CH2:13][CH2:12][CH2:11][C:9]1[CH:8]=[C:7]([C:15]2[CH:20]=[CH:19][C:18]([CH3:21])=[C:17]([CH3:22])[CH:16]=2)[N:6]=[C:5]([C:23]#[N:24])[N:10]=1.